This data is from Forward reaction prediction with 1.9M reactions from USPTO patents (1976-2016). The task is: Predict the product of the given reaction. Given the reactants [CH3:1][C:2]1[CH:6]=[C:5]([NH:7][C:8]2[CH:16]=[CH:15][CH:14]=[CH:13][C:9]=2[C:10](O)=O)[N:4]([C:17]2[CH:22]=[CH:21][CH:20]=[CH:19][N:18]=2)[N:3]=1.P(Cl)(Cl)([Cl:25])=O, predict the reaction product. The product is: [Cl:25][C:10]1[C:9]2[C:8](=[CH:16][CH:15]=[CH:14][CH:13]=2)[N:7]=[C:5]2[N:4]([C:17]3[CH:22]=[CH:21][CH:20]=[CH:19][N:18]=3)[N:3]=[C:2]([CH3:1])[C:6]=12.